From a dataset of Forward reaction prediction with 1.9M reactions from USPTO patents (1976-2016). Predict the product of the given reaction. The product is: [C:22]1([C:7]2[S:6](=[O:28])(=[O:29])[N:5]([CH2:31][C:32]3[CH:33]=[N:34][CH:35]=[CH:36][CH:37]=3)[C:9](=[O:10])[C:8]=2[NH:11][CH2:12][CH2:13][CH2:14][CH2:15][C:16]2[CH:17]=[CH:18][CH:19]=[CH:20][CH:21]=2)[CH:23]=[CH:24][CH:25]=[CH:26][CH:27]=1. Given the reactants C([N:5]1[C:9](=[O:10])[C:8]([NH:11][CH2:12][CH2:13][CH2:14][CH2:15][C:16]2[CH:21]=[CH:20][CH:19]=[CH:18][CH:17]=2)=[C:7]([C:22]2[CH:27]=[CH:26][CH:25]=[CH:24][CH:23]=2)[S:6]1(=[O:29])=[O:28])(C)(C)C.Br[CH2:31][C:32]1[CH:33]=[N:34][CH:35]=[CH:36][CH:37]=1, predict the reaction product.